The task is: Predict the reactants needed to synthesize the given product.. This data is from Full USPTO retrosynthesis dataset with 1.9M reactions from patents (1976-2016). (1) Given the product [Cl:1][C:2]1[N:7]=[CH:6][C:5]([CH2:8][N:9]2[C:14]([CH3:15])=[CH:13][C:12](=[N:16][C:31](=[O:32])[C:30]([F:41])([F:40])[F:29])[N:11]3[N:17]=[C:18]([S:20][CH3:21])[N:19]=[C:10]23)=[CH:4][CH:3]=1, predict the reactants needed to synthesize it. The reactants are: [Cl:1][C:2]1[N:7]=[CH:6][C:5]([CH2:8][N:9]2[C:14]([CH3:15])=[CH:13][C:12](=[NH:16])[N:11]3[N:17]=[C:18]([S:20][CH3:21])[N:19]=[C:10]23)=[CH:4][CH:3]=1.C(N(CC)CC)C.[F:29][C:30]([F:41])([F:40])[C:31](O[C:31](=[O:32])[C:30]([F:41])([F:40])[F:29])=[O:32].O. (2) Given the product [Cl:1][C:2]1[CH:3]=[CH:4][C:5]([CH2:6][C:7]2[N:8]=[C:9]([C:17]3[C:18]([CH3:28])=[N:19][N:20]4[CH:25]=[CH:24][C:23]([CH2:26][NH:27][C:37]([C:32]5[CH:33]=[N:34][CH:35]=[CH:36][N:31]=5)=[O:38])=[CH:22][C:21]=34)[S:10][C:11]=2[C:12]2[NH:16][CH:15]=[N:14][N:13]=2)=[CH:29][CH:30]=1, predict the reactants needed to synthesize it. The reactants are: [Cl:1][C:2]1[CH:30]=[CH:29][C:5]([CH2:6][C:7]2[N:8]=[C:9]([C:17]3[C:18]([CH3:28])=[N:19][N:20]4[CH:25]=[CH:24][C:23]([CH2:26][NH2:27])=[CH:22][C:21]=34)[S:10][C:11]=2[C:12]2[NH:16][CH:15]=[N:14][N:13]=2)=[CH:4][CH:3]=1.[N:31]1[CH:36]=[CH:35][N:34]=[CH:33][C:32]=1[C:37](Cl)=[O:38].C(N(CC)C(C)C)(C)C. (3) Given the product [CH3:27][C:24]([CH3:28])([CH2:25][CH3:26])[CH2:23][C:20]1[N:19]([CH3:29])[C:18]([CH2:17][CH2:16][C:13]2[CH:14]=[CH:15][C:10]([C:31]3[CH:36]=[CH:35][C:34]([F:37])=[CH:33][N:32]=3)=[CH:11][CH:12]=2)=[N:22][CH:21]=1, predict the reactants needed to synthesize it. The reactants are: C[Sn](C)C.C[Sn](C)C.Br[C:10]1[CH:15]=[CH:14][C:13]([CH2:16][CH2:17][C:18]2[N:19]([CH3:29])[C:20]([CH2:23][C:24]([CH3:28])([CH3:27])[CH2:25][CH3:26])=[CH:21][N:22]=2)=[CH:12][CH:11]=1.Br[C:31]1[CH:36]=[CH:35][C:34]([F:37])=[CH:33][N:32]=1.[F-].[K+]. (4) Given the product [CH3:1][O:2][C:3]1[CH:4]=[C:5]([CH:11]=[CH:12][C:13]=1[O:14][CH2:15][CH2:16][NH:17][C:38](=[O:39])[CH2:37][C:22]1[CH:23]=[CH:24][C:25]([NH:26][C:27]([NH:29][C:30]2[CH:35]=[CH:34][CH:33]=[CH:32][C:31]=2[CH3:36])=[O:28])=[C:20]([O:19][CH3:18])[CH:21]=1)[C:6]([OH:8])=[O:7], predict the reactants needed to synthesize it. The reactants are: [CH3:1][O:2][C:3]1[CH:4]=[C:5]([CH:11]=[CH:12][C:13]=1[O:14][CH2:15][CH2:16][NH2:17])[C:6]([O:8]CC)=[O:7].[CH3:18][O:19][C:20]1[CH:21]=[C:22]([CH2:37][C:38](O)=[O:39])[CH:23]=[CH:24][C:25]=1[NH:26][C:27]([NH:29][C:30]1[CH:35]=[CH:34][CH:33]=[CH:32][C:31]=1[CH3:36])=[O:28].CCN(CC)CC.[OH-].[Na+]. (5) Given the product [O:18]1[C:24]2[CH:25]=[CH:26][CH:27]=[CH:28][C:23]=2[CH2:22][N:21]([C:2]2[N:3]=[C:4]([NH:16][CH2:15][CH2:14][CH2:13][NH2:17])[C:5]3[S:10][C:9]([CH3:11])=[CH:8][C:6]=3[N:7]=2)[CH2:20][CH2:19]1, predict the reactants needed to synthesize it. The reactants are: Cl[C:2]1[N:3]=[C:4](Cl)[C:5]2[S:10][C:9]([CH3:11])=[CH:8][C:6]=2[N:7]=1.[CH2:13]([NH2:17])[CH2:14][CH2:15][NH2:16].[O:18]1[C:24]2[CH:25]=[CH:26][CH:27]=[CH:28][C:23]=2[CH2:22][NH:21][CH2:20][CH2:19]1.